Dataset: NCI-60 drug combinations with 297,098 pairs across 59 cell lines. Task: Regression. Given two drug SMILES strings and cell line genomic features, predict the synergy score measuring deviation from expected non-interaction effect. (1) Drug 1: CC1=CC2C(CCC3(C2CCC3(C(=O)C)OC(=O)C)C)C4(C1=CC(=O)CC4)C. Drug 2: C1=NNC2=C1C(=O)NC=N2. Cell line: T-47D. Synergy scores: CSS=5.63, Synergy_ZIP=-3.71, Synergy_Bliss=-1.79, Synergy_Loewe=-4.38, Synergy_HSA=-2.69. (2) Drug 1: CS(=O)(=O)C1=CC(=C(C=C1)C(=O)NC2=CC(=C(C=C2)Cl)C3=CC=CC=N3)Cl. Drug 2: CNC(=O)C1=CC=CC=C1SC2=CC3=C(C=C2)C(=NN3)C=CC4=CC=CC=N4. Cell line: T-47D. Synergy scores: CSS=5.70, Synergy_ZIP=-1.47, Synergy_Bliss=3.24, Synergy_Loewe=0.327, Synergy_HSA=1.57.